From a dataset of Forward reaction prediction with 1.9M reactions from USPTO patents (1976-2016). Predict the product of the given reaction. (1) The product is: [CH:1]([C:4]1[CH:5]=[CH:6][C:7]([O:8][CH:9]([CH2:15][C:16]2[CH:17]=[CH:18][C:19]([O:22][CH2:23][CH2:24][NH:25][C:26](=[O:43])[C:27]3[CH:32]=[CH:31][C:30]([C:33]4[N:38]=[CH:37][C:36]([C:39]([F:42])([F:41])[F:40])=[CH:35][CH:34]=4)=[CH:29][CH:28]=3)=[CH:20][CH:21]=2)[C:10]([OH:12])=[O:11])=[CH:44][CH:45]=1)([CH3:3])[CH3:2]. Given the reactants [CH:1]([C:4]1[CH:45]=[CH:44][C:7]([O:8][CH:9]([CH2:15][C:16]2[CH:21]=[CH:20][C:19]([O:22][CH2:23][CH2:24][NH:25][C:26](=[O:43])[C:27]3[CH:32]=[CH:31][C:30]([C:33]4[N:38]=[CH:37][C:36]([C:39]([F:42])([F:41])[F:40])=[CH:35][CH:34]=4)=[CH:29][CH:28]=3)=[CH:18][CH:17]=2)[C:10]([O:12]CC)=[O:11])=[CH:6][CH:5]=1)([CH3:3])[CH3:2].[OH-].[Na+], predict the reaction product. (2) Given the reactants [Br:1][C:2]1[CH:3]=[CH:4][C:5]([Cl:19])=[C:6]([CH:8]([C:10]2[CH:15]=[CH:14][C:13]([O:16][CH2:17][CH3:18])=[CH:12][CH:11]=2)[OH:9])[CH:7]=1.O1CCCC1.C(N(CC)CC)C.[CH3:32][C:33]([Si:36](OS(C(F)(F)F)(=O)=O)([CH3:38])[CH3:37])([CH3:35])[CH3:34], predict the reaction product. The product is: [Br:1][C:2]1[CH:3]=[CH:4][C:5]([Cl:19])=[C:6]([CH:8]([C:10]2[CH:15]=[CH:14][C:13]([O:16][CH2:17][CH3:18])=[CH:12][CH:11]=2)[O:9][Si:36]([C:33]([CH3:35])([CH3:34])[CH3:32])([CH3:38])[CH3:37])[CH:7]=1. (3) The product is: [NH2:10][CH2:9][C@@H:8]([NH:7][C:5](=[O:6])[C:4]1[CH:40]=[CH:41][C:42]([O:43][CH:44]([CH3:45])[CH3:46])=[C:2]([Cl:1])[CH:3]=1)[CH2:21][C:22]1[CH:27]=[CH:26][C:25]([C:28]2[N:29]=[C:30]3[C:35]([CH:36]([OH:38])[CH3:37])=[CH:34][CH:33]=[CH:32][N:31]3[CH:39]=2)=[CH:24][CH:23]=1. Given the reactants [Cl:1][C:2]1[CH:3]=[C:4]([CH:40]=[CH:41][C:42]=1[O:43][CH:44]([CH3:46])[CH3:45])[C:5]([NH:7][C@@H:8]([CH2:21][C:22]1[CH:27]=[CH:26][C:25]([C:28]2[N:29]=[C:30]3[C:35]([CH:36]([OH:38])[CH3:37])=[CH:34][CH:33]=[CH:32][N:31]3[CH:39]=2)=[CH:24][CH:23]=1)[CH2:9][N:10]1C(=O)C2C(=CC=CC=2)C1=O)=[O:6].O.NN, predict the reaction product. (4) Given the reactants [F:1][C:2]1[C:3]([NH:26][C:27]2[CH:32]=[CH:31][C:30]([I:33])=[CH:29][C:28]=2[F:34])=[C:4]([CH:12]=[C:13](/[CH:16]=[N:17]/[O:18][CH2:19][CH2:20][CH2:21][C:22](=[O:25])NC)[C:14]=1[F:15])[C:5]([NH:7][O:8][CH2:9][CH2:10][OH:11])=[O:6].ClC(Cl)C(O)=O, predict the reaction product. The product is: [F:1][C:2]1[C:3]([NH:26][C:27]2[CH:32]=[CH:31][C:30]([I:33])=[CH:29][C:28]=2[F:34])=[C:4]([CH:12]=[C:13]([CH2:16][N:17]2[C:22](=[O:25])[CH2:21][CH2:20][CH2:19][O:18]2)[C:14]=1[F:15])[C:5]([NH:7][O:8][CH2:9][CH2:10][OH:11])=[O:6]. (5) Given the reactants [NH:1]1[CH:5]=[N:4][C:3]([C:6]2[CH:11]=[CH:10][C:9]([C:12]3[CH:13]=[N:14][N:15]4[CH:20]=[CH:19][C:18]([N:21]5[C@H:25]6[CH2:26][CH2:27][CH2:28][C@H:24]6[O:23][C:22]5=[O:29])=[N:17][C:16]=34)=[CH:8][CH:7]=2)=[N:2]1.[C:30]([OH:36])([C:32]([F:35])([F:34])[F:33])=[O:31].C([C@H]1COC(=O)N1)(C)C.CC1(C)C(C)(C)OB(C2C=CC(C3N(COCC[Si](C)(C)C)C=CN=3)=CC=2)O1, predict the reaction product. The product is: [F:33][C:32]([F:35])([F:34])[C:30]([OH:36])=[O:31].[NH:1]1[CH:5]=[N:4][C:3]([C:6]2[CH:7]=[CH:8][C:9]([C:12]3[CH:13]=[N:14][N:15]4[CH:20]=[CH:19][C:18]([N:21]5[C@H:25]6[CH2:26][CH2:27][CH2:28][C@H:24]6[O:23][C:22]5=[O:29])=[N:17][C:16]=34)=[CH:10][CH:11]=2)=[N:2]1.